Dataset: Forward reaction prediction with 1.9M reactions from USPTO patents (1976-2016). Task: Predict the product of the given reaction. (1) Given the reactants [N:1]1[C:10]2[C:5](=[CH:6][CH:7]=[CH:8][CH:9]=2)[CH:4]=[CH:3][C:2]=1[N:11]1[CH2:14][CH:13]([OH:15])[CH2:12]1.[H-].[Na+].Cl[C:19]1[N:20]=[N:21][C:22]([Cl:34])=[CH:23][C:24]=1[N:25]1[CH2:30][CH2:29][CH:28]([C:31](=[O:33])[CH3:32])[CH2:27][CH2:26]1, predict the reaction product. The product is: [Cl:34][C:22]1[N:21]=[N:20][C:19]([O:15][CH:13]2[CH2:12][N:11]([C:2]3[CH:3]=[CH:4][C:5]4[C:10](=[CH:9][CH:8]=[CH:7][CH:6]=4)[N:1]=3)[CH2:14]2)=[C:24]([N:25]2[CH2:30][CH2:29][CH:28]([C:31](=[O:33])[CH3:32])[CH2:27][CH2:26]2)[CH:23]=1. (2) Given the reactants C([O:5][C:6](=[O:40])[CH2:7][O:8][C:9]1[CH:14]=[CH:13][C:12]([O:15][CH:16]([C:20]2[C:21]([CH:36]3[CH2:38][CH2:37]3)=[N:22][C:23]([C:26]3[CH:31]=[CH:30][C:29]([C:32]([F:35])([F:34])[F:33])=[CH:28][CH:27]=3)=[N:24][CH:25]=2)[CH2:17][CH2:18][CH3:19])=[CH:11][C:10]=1[CH3:39])(C)(C)C.[OH-].[Li+], predict the reaction product. The product is: [CH:36]1([C:21]2[C:20]([CH:16]([O:15][C:12]3[CH:13]=[CH:14][C:9]([O:8][CH2:7][C:6]([OH:40])=[O:5])=[C:10]([CH3:39])[CH:11]=3)[CH2:17][CH2:18][CH3:19])=[CH:25][N:24]=[C:23]([C:26]3[CH:31]=[CH:30][C:29]([C:32]([F:34])([F:35])[F:33])=[CH:28][CH:27]=3)[N:22]=2)[CH2:38][CH2:37]1. (3) Given the reactants [F:1][C:2]1[CH:7]=[CH:6][CH:5]=[C:4]([F:8])[C:3]=1[CH:9]1[O:13][N:12]=[C:11]([C:14]2[N:15]=[C:16]([CH:19]3[CH2:24][CH2:23][NH:22][NH:21][CH2:20]3)[S:17][CH:18]=2)[CH2:10]1.[CH3:25][C:26]1[N:30]([CH2:31][C:32](O)=[O:33])[N:29]=[C:28]([C:35]([F:38])([F:37])[F:36])[CH:27]=1, predict the reaction product. The product is: [F:8][C:4]1[CH:5]=[CH:6][CH:7]=[C:2]([F:1])[C:3]=1[CH:9]1[O:13][N:12]=[C:11]([C:14]2[N:15]=[C:16]([CH:19]3[CH2:24][CH2:23][N:22]([C:32](=[O:33])[CH2:31][N:30]4[C:26]([CH3:25])=[CH:27][C:28]([C:35]([F:38])([F:37])[F:36])=[N:29]4)[NH:21][CH2:20]3)[S:17][CH:18]=2)[CH2:10]1. (4) Given the reactants [F:1][C:2]1[CH:3]=[N:4][C:5]([NH:8][CH2:9][CH:10]2[CH2:15][CH2:14][N:13](C(OCC3C=CC=CC=3)=O)[CH2:12][CH2:11]2)=[N:6][CH:7]=1, predict the reaction product. The product is: [F:1][C:2]1[CH:3]=[N:4][C:5]([NH:8][CH2:9][CH:10]2[CH2:15][CH2:14][NH:13][CH2:12][CH2:11]2)=[N:6][CH:7]=1. (5) Given the reactants FC1C(O[C:9](=[O:24])[C:10]2[CH:15]=[CH:14][CH:13]=[CH:12][C:11]=2[NH:16][CH2:17][C:18]2[CH:23]=[CH:22][N:21]=[CH:20][CH:19]=2)=C(F)C(F)=C(F)C=1F.[CH2:29]([C:33]1[CH2:37][CH:36]([CH2:38][O:39][NH2:40])[O:35][N:34]=1)[CH2:30][CH2:31][CH3:32], predict the reaction product. The product is: [CH2:29]([C:33]1[CH2:37][CH:36]([CH2:38][O:39][NH:40][C:9](=[O:24])[C:10]2[CH:15]=[CH:14][CH:13]=[CH:12][C:11]=2[NH:16][CH2:17][C:18]2[CH:19]=[CH:20][N:21]=[CH:22][CH:23]=2)[O:35][N:34]=1)[CH2:30][CH2:31][CH3:32].